From a dataset of Catalyst prediction with 721,799 reactions and 888 catalyst types from USPTO. Predict which catalyst facilitates the given reaction. (1) Reactant: [N:1]1[CH:6]=[CH:5][C:4]([CH2:7][CH2:8][OH:9])=[CH:3][CH:2]=1.C[Si]([N-][Si](C)(C)C)(C)C.[Li+].[CH:20]1([NH:23][C:24]([C:26]2[S:39][C:29]3=[N:30][C:31](S(C)=O)=[C:32]([Cl:35])[C:33]([CH3:34])=[C:28]3[C:27]=2[NH2:40])=[O:25])[CH2:22][CH2:21]1. Product: [CH:20]1([NH:23][C:24]([C:26]2[S:39][C:29]3=[N:30][C:31]([O:9][CH2:8][CH2:7][C:4]4[CH:5]=[CH:6][N:1]=[CH:2][CH:3]=4)=[C:32]([Cl:35])[C:33]([CH3:34])=[C:28]3[C:27]=2[NH2:40])=[O:25])[CH2:22][CH2:21]1. The catalyst class is: 1. (2) Reactant: [O:1]=[C:2]1[CH:7]=[CH:6][N:5]([C:8]([O:10][CH2:11][CH2:12][Si:13]([CH3:16])([CH3:15])[CH3:14])=[O:9])[CH:4]([CH:17]=[CH2:18])[CH2:3]1. Product: [O:1]=[C:2]1[CH2:7][CH2:6][N:5]([C:8]([O:10][CH2:11][CH2:12][Si:13]([CH3:16])([CH3:15])[CH3:14])=[O:9])[CH:4]([CH:17]=[CH2:18])[CH2:3]1. The catalyst class is: 183. (3) Reactant: [OH:1][CH2:2][C:3]([CH2:8][OH:9])([CH2:6][OH:7])[CH2:4][OH:5].[SH:10][CH:11]([CH3:16])[CH2:12][C:13]([OH:15])=O.[OH2:17].C1(C)[CH:23]=[CH:22][C:21]([S:24](O)(=O)=O)=[CH:20]C=1. Product: [SH:24][CH:21]([CH3:20])[CH2:22][C:23]([O:1][CH2:2][C:3]([CH2:8][O:9][C:13](=[O:15])[CH2:12][CH:11]([SH:10])[CH3:16])([CH2:6][O:7][C:13](=[O:15])[CH2:12][CH:11]([SH:10])[CH3:16])[CH2:4][O:5][C:13](=[O:15])[CH2:12][CH:11]([SH:10])[CH3:16])=[O:17]. The catalyst class is: 11. (4) Reactant: [C:1]([O:5][C:6](=[O:39])[N:7]([CH:9]([C:11](=[O:38])[NH:12][CH:13]([C:18]([N:20]1[CH2:24][CH2:23][CH:22]2[NH:25][CH2:26][CH:27]([CH2:28][O:29][C:30]3[CH:35]=[CH:34][C:33]([F:36])=[C:32]([F:37])[CH:31]=3)[CH:21]12)=[O:19])[C:14]([CH3:17])([CH3:16])[CH3:15])[CH3:10])[CH3:8])([CH3:4])([CH3:3])[CH3:2].[CH3:40][N:41]([CH3:45])[C:42](Cl)=[O:43]. Product: [C:1]([O:5][C:6](=[O:39])[N:7]([CH:9]([C:11](=[O:38])[NH:12][CH:13]([C:18]([N:20]1[CH2:24][CH2:23][CH:22]2[N:25]([C:42](=[O:43])[N:41]([CH3:45])[CH3:40])[CH2:26][CH:27]([CH2:28][O:29][C:30]3[CH:35]=[CH:34][C:33]([F:36])=[C:32]([F:37])[CH:31]=3)[CH:21]12)=[O:19])[C:14]([CH3:16])([CH3:17])[CH3:15])[CH3:10])[CH3:8])([CH3:2])([CH3:3])[CH3:4]. The catalyst class is: 2. (5) Reactant: [Br:1][C:2]1[CH:3]=[C:4](/[CH:13]=[CH:14]/[C:15]([OH:17])=O)[N:5]([C@@H:7]2[CH2:11][CH2:10][CH2:9][C@@H:8]2[CH3:12])[CH:6]=1.C(N(CC)CC)C.C1(P([N:39]=[N+:40]=[N-:41])(C2C=CC=CC=2)=O)C=CC=CC=1.O. Product: [Br:1][C:2]1[CH:3]=[C:4](/[CH:13]=[CH:14]/[C:15]([N:39]=[N+:40]=[N-:41])=[O:17])[N:5]([C@@H:7]2[CH2:11][CH2:10][CH2:9][C@@H:8]2[CH3:12])[CH:6]=1. The catalyst class is: 3. (6) Reactant: [Cl:1][C:2]1[CH:3]=[C:4]2[C:8](=[C:9]([C:11]([OH:13])=O)[CH:10]=1)[NH:7][CH:6]=[CH:5]2.CN(C(ON1N=NC2C=CC=CC1=2)=[N+](C)C)C.[B-](F)(F)(F)F.C(N(CC)C(C)C)(C)C.[C:45]([C:49]1[CH:69]=[CH:68][C:52]([CH2:53][NH:54][CH2:55][CH2:56][C:57]2[CH:62]=[C:61]([C:63]([F:66])([F:65])[F:64])[CH:60]=[CH:59][C:58]=2[F:67])=[CH:51][CH:50]=1)([CH3:48])([CH3:47])[CH3:46]. Product: [C:45]([C:49]1[CH:50]=[CH:51][C:52]([CH2:53][N:54]([CH2:55][CH2:56][C:57]2[CH:62]=[C:61]([C:63]([F:66])([F:64])[F:65])[CH:60]=[CH:59][C:58]=2[F:67])[C:11]([C:9]2[CH:10]=[C:2]([Cl:1])[CH:3]=[C:4]3[C:8]=2[NH:7][CH:6]=[CH:5]3)=[O:13])=[CH:68][CH:69]=1)([CH3:48])([CH3:46])[CH3:47]. The catalyst class is: 18. (7) Reactant: [CH3:1][C:2]1[CH:6]=[C:5]([CH3:7])[NH:4][C:3]=1/[CH:8]=[C:9]1\[C:10](=[O:25])[N:11]([C:18](N2C=CN=C2)=[O:19])[C:12]2[C:17]\1=[CH:16][CH:15]=[CH:14][CH:13]=2.[N:26]1([CH2:31][CH2:32][OH:33])[CH2:30][CH2:29][CH2:28][CH2:27]1.C(O)(C(F)(F)F)=O.ClCCl. Product: [N:26]1([CH2:31][CH2:32][O:33][C:18]([N:11]2[C:12]3[C:17](=[CH:16][CH:15]=[CH:14][CH:13]=3)/[C:9](=[CH:8]/[C:3]3[NH:4][C:5]([CH3:7])=[CH:6][C:2]=3[CH3:1])/[C:10]2=[O:25])=[O:19])[CH2:30][CH2:29][CH2:28][CH2:27]1. The catalyst class is: 1. (8) Reactant: FC(F)(F)S([O:6][CH:7]([F:9])[F:8])(=O)=O.[Br:12][C:13]1[CH:18]=[CH:17][C:16]([I:19])=[CH:15][C:14]=1O.[OH-].[K+].CC#N. The catalyst class is: 6. Product: [Br:12][C:13]1[CH:18]=[CH:17][C:16]([I:19])=[CH:15][C:14]=1[O:6][CH:7]([F:9])[F:8].